This data is from Peptide-MHC class I binding affinity with 185,985 pairs from IEDB/IMGT. The task is: Regression. Given a peptide amino acid sequence and an MHC pseudo amino acid sequence, predict their binding affinity value. This is MHC class I binding data. (1) The peptide sequence is FAVNPGLLET. The MHC is HLA-A02:01 with pseudo-sequence HLA-A02:01. The binding affinity (normalized) is 0.135. (2) The peptide sequence is LSSIGIPAY. The MHC is HLA-B15:09 with pseudo-sequence HLA-B15:09. The binding affinity (normalized) is 0.0847. (3) The peptide sequence is RTRNMFRKK. The MHC is HLA-A30:01 with pseudo-sequence HLA-A30:01. The binding affinity (normalized) is 1.00.